Dataset: Catalyst prediction with 721,799 reactions and 888 catalyst types from USPTO. Task: Predict which catalyst facilitates the given reaction. Reactant: Br[C:2]1[N:7]=[C:6]([C:8](=[O:11])[NH:9][CH3:10])[C:5]([NH:12][C:13]2[C:18]([C:19]([F:22])([F:21])[F:20])=[CH:17][N:16]=[C:15]([NH:23][C:24]3[CH:57]=[CH:56][C:27]([CH2:28][P:29](=[O:55])([O:33][CH2:34][CH2:35][CH2:36][N:37]4[CH:41]=[C:40]([Sn](CCCC)(CCCC)CCCC)[N:39]=[N:38]4)[O:30][CH2:31][CH3:32])=[CH:26][C:25]=3[O:58][CH3:59])[N:14]=2)=[CH:4][CH:3]=1. Product: [CH2:31]([O:30][P@@:29]1(=[O:55])[CH2:28][C:27]2[CH:56]=[CH:57][C:24](=[C:25]([O:58][CH3:59])[CH:26]=2)[NH:23][C:15]2=[N:14][C:13](=[C:18]([C:19]([F:20])([F:21])[F:22])[CH:17]=[N:16]2)[NH:12][C:5]2[CH:4]=[CH:3][C:2](=[N:7][C:6]=2[C:8]([NH:9][CH3:10])=[O:11])[C:40]2=[CH:41][N:37]([N:38]=[N:39]2)[CH2:36][CH2:35][CH2:34][O:33]1)[CH3:32].[CH2:31]([O:30][P@:29]1(=[O:55])[CH2:28][C:27]2[CH:56]=[CH:57][C:24](=[C:25]([O:58][CH3:59])[CH:26]=2)[NH:23][C:15]2=[N:14][C:13](=[C:18]([C:19]([F:20])([F:21])[F:22])[CH:17]=[N:16]2)[NH:12][C:5]2[CH:4]=[CH:3][C:2](=[N:7][C:6]=2[C:8]([NH:9][CH3:10])=[O:11])[C:40]2=[CH:41][N:37]([N:38]=[N:39]2)[CH2:36][CH2:35][CH2:34][O:33]1)[CH3:32]. The catalyst class is: 184.